This data is from Forward reaction prediction with 1.9M reactions from USPTO patents (1976-2016). The task is: Predict the product of the given reaction. (1) Given the reactants [CH2:1]([O:3][C:4]([C@H:6]1[CH2:11][CH2:10][C@H:9]([O:12][CH:13]([CH2:23][O:24]CC2C=CC=CC=2)[CH2:14][O:15]CC2C=CC=CC=2)[CH2:8][CH2:7]1)=[O:5])[CH3:2], predict the reaction product. The product is: [CH2:1]([O:3][C:4]([C@H:6]1[CH2:11][CH2:10][C@H:9]([O:12][CH:13]([CH2:23][OH:24])[CH2:14][OH:15])[CH2:8][CH2:7]1)=[O:5])[CH3:2]. (2) The product is: [N:4]1([CH2:3][CH2:2][O:1][C:9](=[O:15])[CH2:10][CH2:11][C:12]([OH:14])=[O:13])[CH:8]=[CH:7][N:6]=[CH:5]1. Given the reactants [OH:1][CH2:2][CH2:3][N:4]1[CH:8]=[CH:7][N:6]=[CH:5]1.[C:9]1(=[O:15])[O:14][C:12](=[O:13])[CH2:11][CH2:10]1, predict the reaction product. (3) Given the reactants [C:1]([C:3]1[CH:23]=[CH:22][C:6]2[NH:7][C:8](=[O:21])[C@@H:9]([NH:13][C:14](=[O:20])[O:15][C:16]([CH3:19])([CH3:18])[CH3:17])[C@H:10]([CH3:12])[NH:11][C:5]=2[CH:4]=1)#[N:2].Cl[CH2:25][C:26]1[C:35]2[C:30](=[CH:31][CH:32]=[CH:33][CH:34]=2)[CH:29]=[CH:28][C:27]=1[O:36][CH3:37].C(=O)([O-])[O-].[Cs+].[Cs+], predict the reaction product. The product is: [C:1]([C:3]1[CH:23]=[CH:22][C:6]2[N:7]([CH2:25][C:26]3[C:35]4[C:30](=[CH:31][CH:32]=[CH:33][CH:34]=4)[CH:29]=[CH:28][C:27]=3[O:36][CH3:37])[C:8](=[O:21])[C@@H:9]([NH:13][C:14](=[O:20])[O:15][C:16]([CH3:18])([CH3:19])[CH3:17])[C@H:10]([CH3:12])[NH:11][C:5]=2[CH:4]=1)#[N:2]. (4) Given the reactants [OH:1][N:2]=[C:3]([C:8]([O:10][CH3:11])=[O:9])[C:4]([O:6][CH3:7])=[O:5].[CH3:12]I, predict the reaction product. The product is: [CH3:12][O:1][N:2]=[C:3]([C:8]([O:10][CH3:11])=[O:9])[C:4]([O:6][CH3:7])=[O:5].